Dataset: Peptide-MHC class I binding affinity with 185,985 pairs from IEDB/IMGT. Task: Regression. Given a peptide amino acid sequence and an MHC pseudo amino acid sequence, predict their binding affinity value. This is MHC class I binding data. (1) The peptide sequence is MSNEGSYFF. The MHC is HLA-B57:01 with pseudo-sequence HLA-B57:01. The binding affinity (normalized) is 0.600. (2) The peptide sequence is GMSPSYVKYRY. The MHC is Mamu-A11 with pseudo-sequence Mamu-A11. The binding affinity (normalized) is 0. (3) The peptide sequence is LLDLEGHIL. The MHC is HLA-A02:01 with pseudo-sequence HLA-A02:01. The binding affinity (normalized) is 0.0847. (4) The peptide sequence is GLLRVGADT. The MHC is HLA-A02:01 with pseudo-sequence HLA-A02:01. The binding affinity (normalized) is 0.0681. (5) The peptide sequence is EVFEIIRSY. The MHC is HLA-B51:01 with pseudo-sequence HLA-B51:01. The binding affinity (normalized) is 0.0847. (6) The peptide sequence is EIIPKIKAY. The MHC is HLA-A02:03 with pseudo-sequence HLA-A02:03. The binding affinity (normalized) is 0.0847. (7) The peptide sequence is NSYISNIIY. The MHC is HLA-A68:01 with pseudo-sequence HLA-A68:01. The binding affinity (normalized) is 0.409. (8) The peptide sequence is FVNYNFTLV. The MHC is HLA-A33:01 with pseudo-sequence HLA-A33:01. The binding affinity (normalized) is 0.116. (9) The peptide sequence is EISTNIRQA. The MHC is HLA-A24:02 with pseudo-sequence HLA-A24:02. The binding affinity (normalized) is 0.